From a dataset of Peptide-MHC class I binding affinity with 185,985 pairs from IEDB/IMGT. Regression. Given a peptide amino acid sequence and an MHC pseudo amino acid sequence, predict their binding affinity value. This is MHC class I binding data. (1) The peptide sequence is IMNLEMIDER. The MHC is HLA-A33:01 with pseudo-sequence HLA-A33:01. The binding affinity (normalized) is 0.321. (2) The peptide sequence is SQISNTEMY. The MHC is HLA-A03:01 with pseudo-sequence HLA-A03:01. The binding affinity (normalized) is 0.213. (3) The peptide sequence is FELLHFISS. The MHC is HLA-B15:01 with pseudo-sequence HLA-B15:01. The binding affinity (normalized) is 0.0847. (4) The peptide sequence is FLIDLAFLIK. The MHC is HLA-A33:01 with pseudo-sequence HLA-A33:01. The binding affinity (normalized) is 0.273.